From a dataset of Full USPTO retrosynthesis dataset with 1.9M reactions from patents (1976-2016). Predict the reactants needed to synthesize the given product. (1) Given the product [NH2:22][C:17]1[CH:18]=[N:19][N:20]([CH3:21])[C:16]=1[N:4]1[CH2:3][C:2]([OH:1])([CH3:25])[CH2:8][N:7]([C:9]([O:11][C:12]([CH3:15])([CH3:14])[CH3:13])=[O:10])[CH2:6][CH2:5]1, predict the reactants needed to synthesize it. The reactants are: [OH:1][C:2]1([CH3:25])[CH2:8][N:7]([C:9]([O:11][C:12]([CH3:15])([CH3:14])[CH3:13])=[O:10])[CH2:6][CH2:5][N:4]([C:16]2[N:20]([CH3:21])[N:19]=[CH:18][C:17]=2[N+:22]([O-])=O)[CH2:3]1. (2) Given the product [F:39][C:37]([F:38])([F:40])[C:29]1[CH:28]=[C:27]([C@H:24]2[O:23][C:22](=[O:41])[N:21]([CH2:20][C:4]3[CH:3]=[C:2]([Br:50])[CH:7]=[CH:6][C:5]=3[C:8]3[CH:13]=[C:12]([CH:14]([CH3:16])[CH3:15])[C:11]([F:17])=[CH:10][C:9]=3[O:18][CH3:19])[C@H:25]2[CH3:26])[CH:32]=[C:31]([C:33]([F:35])([F:36])[F:34])[CH:30]=1, predict the reactants needed to synthesize it. The reactants are: N[C:2]1[CH:7]=[CH:6][C:5]([C:8]2[CH:13]=[C:12]([CH:14]([CH3:16])[CH3:15])[C:11]([F:17])=[CH:10][C:9]=2[O:18][CH3:19])=[C:4]([CH2:20][N:21]2[C@@H:25]([CH3:26])[C@@H:24]([C:27]3[CH:32]=[C:31]([C:33]([F:36])([F:35])[F:34])[CH:30]=[C:29]([C:37]([F:40])([F:39])[F:38])[CH:28]=3)[O:23][C:22]2=[O:41])[CH:3]=1.N(OC(C)(C)C)=O.C(Br)(Br)[Br:50]. (3) Given the product [Cl:1][C:2]1[N:7]=[C:6]([N:28]2[CH2:29][CH2:30][O:31][CH2:32][C@@H:27]2[CH3:26])[CH:5]=[C:4]([CH2:9][S:10]([C:13]2[CH:18]=[CH:17][CH:16]=[CH:15][CH:14]=2)(=[O:12])=[O:11])[N:3]=1, predict the reactants needed to synthesize it. The reactants are: [Cl:1][C:2]1[N:7]=[C:6](Cl)[CH:5]=[C:4]([CH2:9][S:10]([C:13]2[CH:18]=[CH:17][CH:16]=[CH:15][CH:14]=2)(=[O:12])=[O:11])[N:3]=1.C(N(CC)CC)C.[CH3:26][C@H:27]1[CH2:32][O:31][CH2:30][CH2:29][NH:28]1. (4) Given the product [CH:23]1([CH2:22][CH2:21][N:35]2[C:36](=[O:37])[N:32]([C:30]3[S:29][C:28]([C:38]([O:40][CH2:41][CH3:42])=[O:39])=[C:27]([CH3:26])[CH:31]=3)[CH:33]=[N:34]2)[CH2:24][CH2:25]1, predict the reactants needed to synthesize it. The reactants are: FC1C=CC(CBr)=CC=1.CC1C=CC(S(O[CH2:21][CH2:22][CH:23]2[CH2:25][CH2:24]2)(=O)=O)=CC=1.[CH3:26][C:27]1[CH:31]=[C:30]([N:32]2[C:36](=[O:37])[NH:35][N:34]=[CH:33]2)[S:29][C:28]=1[C:38]([O:40][CH2:41][CH3:42])=[O:39]. (5) Given the product [F:28][C:29]1[CH:30]=[C:31]([C:4]([C:6]2[N:10]=[C:9]([C@@H:11]3[CH2:16][N:15]4[CH2:17][CH2:18][CH2:19][C@@H:14]4[CH2:13][NH:12]3)[O:8][N:7]=2)=[O:5])[CH:32]=[CH:33][C:34]=1[F:35], predict the reactants needed to synthesize it. The reactants are: CON(C)[C:4]([C:6]1[N:10]=[C:9]([C@@H:11]2[CH2:16][N:15]3[CH2:17][CH2:18][CH2:19][C@@H:14]3[CH2:13][N:12]2C(OC(C)(C)C)=O)[O:8][N:7]=1)=[O:5].[F:28][C:29]1[CH:30]=[C:31]([Mg]Br)[CH:32]=[CH:33][C:34]=1[F:35].C(OCC)(=O)C.Cl.O.